From a dataset of Full USPTO retrosynthesis dataset with 1.9M reactions from patents (1976-2016). Predict the reactants needed to synthesize the given product. (1) Given the product [F:24][C:25]1[C:34]2[C:29](=[CH:30][CH:31]=[CH:32][CH:33]=2)[C:28]([C:35]([NH:1][CH:2]([CH2:12][C:13]2[CH:18]=[CH:17][CH:16]=[C:15]([S:19][C:20]([F:23])([F:22])[F:21])[CH:14]=2)[CH:3]([C:5]2[CH:10]=[CH:9][C:8]([F:11])=[CH:7][CH:6]=2)[OH:4])=[O:36])=[CH:27][CH:26]=1, predict the reactants needed to synthesize it. The reactants are: [NH2:1][CH:2]([CH2:12][C:13]1[CH:18]=[CH:17][CH:16]=[C:15]([S:19][C:20]([F:23])([F:22])[F:21])[CH:14]=1)[CH:3]([C:5]1[CH:10]=[CH:9][C:8]([F:11])=[CH:7][CH:6]=1)[OH:4].[F:24][C:25]1[C:34]2[C:29](=[CH:30][CH:31]=[CH:32][CH:33]=2)[C:28]([C:35](O)=[O:36])=[CH:27][CH:26]=1.Cl.C(N=C=NCCCN(C)C)C.O.ON1C2C=CC=CC=2N=N1. (2) The reactants are: [C:1]([O:5][C:6](=[O:20])[NH:7][C@@H:8]1[C:14](=[O:15])[NH:13][C:12]2[CH:16]=[CH:17][CH:18]=[CH:19][C:11]=2[NH:10][CH2:9]1)([CH3:4])([CH3:3])[CH3:2].[Li+].C[Si]([N-][Si](C)(C)C)(C)C.[Br:31][C:32]1[CH:33]=[C:34]2[C:39](=[CH:40][CH:41]=1)[C:38]([CH2:42]Cl)=[C:37]([O:44][CH3:45])[CH:36]=[CH:35]2.[Na+].[I-]. Given the product [C:1]([O:5][C:6](=[O:20])[NH:7][C@@H:8]1[C:14](=[O:15])[N:13]([CH2:42][C:38]2[C:39]3[C:34](=[CH:33][C:32]([Br:31])=[CH:41][CH:40]=3)[CH:35]=[CH:36][C:37]=2[O:44][CH3:45])[C:12]2[CH:16]=[CH:17][CH:18]=[CH:19][C:11]=2[NH:10][CH2:9]1)([CH3:4])([CH3:2])[CH3:3], predict the reactants needed to synthesize it.